From a dataset of Blood-brain barrier permeability classification from the B3DB database. Regression/Classification. Given a drug SMILES string, predict its absorption, distribution, metabolism, or excretion properties. Task type varies by dataset: regression for continuous measurements (e.g., permeability, clearance, half-life) or binary classification for categorical outcomes (e.g., BBB penetration, CYP inhibition). Dataset: b3db_classification. (1) The compound is CCOP(=O)(OCC)SCC[N+](C)(C)C. The result is 0 (does not penetrate BBB). (2) The compound is C[C@@H]1CCCN1CCCOc1ccc(N2CCN(C(=O)c3ccc(F)cc3F)CC2=O)cc1. The result is 1 (penetrates BBB).